From a dataset of Reaction yield outcomes from USPTO patents with 853,638 reactions. Predict the reaction yield, written as a fraction of the theoretical maximum amount of product (1.0 means a 100% yield; for example, 0.34 means a 34% yield). (1) The reactants are [F:1][C:2]1[CH:3]=[C:4]([CH:13]=[CH:14][CH:15]=1)[O:5][C:6]1[S:10][C:9]([C:11]#[N:12])=[CH:8][CH:7]=1.[H-].[Al+3].[Li+].[H-].[H-].[H-].O.C(OCC)(=O)C. The catalyst is O1CCCC1. The product is [F:1][C:2]1[CH:3]=[C:4]([CH:13]=[CH:14][CH:15]=1)[O:5][C:6]1[S:10][C:9]([CH2:11][NH2:12])=[CH:8][CH:7]=1. The yield is 0.807. (2) The reactants are [CH3:1][C:2]1[CH:3]=[C:4]([OH:9])[CH:5]=[CH:6][C:7]=1[CH3:8].[I:10]I.S([O-])([O-])=O.[Na+].[Na+]. The catalyst is CO.O. The product is [I:10][C:5]1[CH:6]=[C:7]([CH3:8])[C:2]([CH3:1])=[CH:3][C:4]=1[OH:9]. The yield is 0.640. (3) The reactants are Cl[C:2]1[CH:7]=[C:6]([CH:8]([S:17][C:18]2[CH:23]=[CH:22][C:21]([Cl:24])=[CH:20][CH:19]=2)[C:9]2[CH:14]=[C:13]([F:15])[CH:12]=[CH:11][C:10]=2[F:16])[C:5]([Cl:25])=[CH:4][N:3]=1.[NH:26]1[CH2:31][CH2:30][O:29][CH2:28][CH2:27]1. The catalyst is O1CCOCC1. The product is [Cl:25][C:5]1[C:6]([CH:8]([S:17][C:18]2[CH:19]=[CH:20][C:21]([Cl:24])=[CH:22][CH:23]=2)[C:9]2[CH:14]=[C:13]([F:15])[CH:12]=[CH:11][C:10]=2[F:16])=[CH:7][C:2]([N:26]2[CH2:31][CH2:30][O:29][CH2:28][CH2:27]2)=[N:3][CH:4]=1. The yield is 0.890. (4) The reactants are [N+:1]([O-:4])(O)=[O:2].C(OC(=O)C)(=O)C.[CH3:12][O:13][C:14]1[N:19]=[C:18]2[NH:20][N:21]=[CH:22][C:17]2=[CH:16][CH:15]=1.C([O-])(O)=O.[Na+]. No catalyst specified. The product is [CH3:12][O:13][C:14]1[N:19]=[C:18]2[NH:20][N:21]=[CH:22][C:17]2=[CH:16][C:15]=1[N+:1]([O-:4])=[O:2]. The yield is 0.390. (5) The reactants are [C:1]([C:3]1[CH:4]=[C:5]([S:9]([NH:12]C2C(NC3C=C(OC)C=C(OC)C=3)=NC3C(=CC=CC=3)N=2)(=[O:11])=[O:10])[CH:6]=[CH:7][CH:8]=1)#[N:2].[N-:34]=[N+:35]=[N-:36].[Na+].[Cl-].[NH4+].Cl. The catalyst is CN(C)C=O. The product is [N:34]1[NH:35][N:36]=[N:2][C:1]=1[C:3]1[CH:4]=[C:5]([S:9]([NH2:12])(=[O:11])=[O:10])[CH:6]=[CH:7][CH:8]=1. The yield is 0.250. (6) The reactants are [CH:1]1[C:11]2[CH:10]=[CH:9][C:8]3[CH:12]=[CH:13][CH:14]=[CH:15][C:7]=3[C:6](=[C:16]3[CH2:21][CH2:20][NH:19][CH2:18][CH2:17]3)[C:5]=2[CH:4]=[CH:3][CH:2]=1.[C:22]1(=[O:28])[O:27][C:25](=O)[CH2:24][CH2:23]1.C(N(CC)CC)C.[NH:36]1[CH2:41][CH2:40][O:39][CH2:38][CH2:37]1.Cl.C(N=C=NCCCN(C)C)C. The catalyst is ClCCl. The product is [O:27]=[C:25]([N:36]1[CH2:41][CH2:40][O:39][CH2:38][CH2:37]1)[CH2:24][CH2:23][C:22]([N:19]1[CH2:18][CH2:17][C:16](=[C:6]2[C:7]3[CH:15]=[CH:14][CH:13]=[CH:12][C:8]=3[CH:9]=[CH:10][C:11]3[CH:1]=[CH:2][CH:3]=[CH:4][C:5]2=3)[CH2:21][CH2:20]1)=[O:28]. The yield is 1.00. (7) The reactants are [Br:1](O)(=O)=O.[N+:5]([C:8]1[CH:9]=[C:10]([CH:22]=[CH:23][CH:24]=1)[O:11][C:12]1[C:13]2[N:14]([N:18]=[C:19](N)[N:20]=2)[CH:15]=[CH:16][CH:17]=1)([O-:7])=[O:6].N([O-])=O.[Na+]. The catalyst is O.[Cu](Br)Br. The product is [Br:1][C:19]1[N:20]=[C:13]2[C:12]([O:11][C:10]3[CH:22]=[CH:23][CH:24]=[C:8]([N+:5]([O-:7])=[O:6])[CH:9]=3)=[CH:17][CH:16]=[CH:15][N:14]2[N:18]=1. The yield is 0.860. (8) The reactants are [Br:1][C:2]1[O:6][C:5]([C:7]([OH:9])=O)=[CH:4][CH:3]=1.[N:10]1([C:16]2[CH:22]=[CH:21][CH:20]=[CH:19][C:17]=2[NH2:18])[CH2:15][CH2:14][CH2:13][CH2:12][CH2:11]1.O.ON1C2C=CC=CC=2N=N1.C(N(CC)CC)C.Cl.CN(C)CCCN=C=NCC.C(=O)(O)[O-].[Na+]. The catalyst is C(Cl)Cl. The product is [N:10]1([C:16]2[CH:22]=[CH:21][CH:20]=[CH:19][C:17]=2[NH:18][C:7]([C:5]2[O:6][C:2]([Br:1])=[CH:3][CH:4]=2)=[O:9])[CH2:15][CH2:14][CH2:13][CH2:12][CH2:11]1. The yield is 0.850. (9) The reactants are C(=O)([O-])[O-].[Cs+].[Cs+].S(O[CH2:15][C:16]([F:19])([F:18])[F:17])(C(F)(F)F)(=O)=O.[Br:20][C:21]1[CH:30]=[C:29]2[C:24]([CH2:25][C:26]([CH3:38])([CH3:37])[CH2:27][C:28]32[C:34](=[O:35])[NH:33][C:32](=[O:36])[NH:31]3)=[CH:23][CH:22]=1. The catalyst is CN(C=O)C.C(OCC)(=O)C. The product is [Br:20][C:21]1[CH:30]=[C:29]2[C:24]([CH2:25][C:26]([CH3:38])([CH3:37])[CH2:27][C:28]32[C:34](=[O:35])[N:33]([CH2:15][C:16]([F:19])([F:18])[F:17])[C:32](=[O:36])[NH:31]3)=[CH:23][CH:22]=1. The yield is 0.988.